Dataset: Forward reaction prediction with 1.9M reactions from USPTO patents (1976-2016). Task: Predict the product of the given reaction. Given the reactants Br[C:2]1[CH:3]=[C:4]([N:8]2[C:16]3[C:11](=[CH:12][C:13]([C:17]4[CH:21]=[CH:20][N:19]([CH3:22])[N:18]=4)=[CH:14][CH:15]=3)[C:10]([C:23]([NH2:25])=[O:24])=[N:9]2)[CH:5]=[CH:6][CH:7]=1.[C:26]([C@:28]1([OH:35])[CH2:32][CH2:31][N:30]([CH3:33])[C:29]1=[O:34])#[CH:27], predict the reaction product. The product is: [OH:35][C@@:28]1([C:26]#[C:27][C:2]2[CH:3]=[C:4]([N:8]3[C:16]4[C:11](=[CH:12][C:13]([C:17]5[CH:21]=[CH:20][N:19]([CH3:22])[N:18]=5)=[CH:14][CH:15]=4)[C:10]([C:23]([NH2:25])=[O:24])=[N:9]3)[CH:5]=[CH:6][CH:7]=2)[CH2:32][CH2:31][N:30]([CH3:33])[C:29]1=[O:34].